From a dataset of Catalyst prediction with 721,799 reactions and 888 catalyst types from USPTO. Predict which catalyst facilitates the given reaction. (1) Reactant: [O:1]=[C:2]1[CH2:6][CH2:5][CH2:4][N:3]1[C:7]1[CH:12]=[CH:11][C:10]([CH2:13][C:14]([OH:16])=O)=[CH:9][CH:8]=1.ON1C2C=CC=CC=2N=N1.CN(C)CCCN=C=NCC.[CH:38]([C:41]1[S:45][C:44]([NH2:46])=[N:43][CH:42]=1)([CH3:40])[CH3:39]. Product: [CH:38]([C:41]1[S:45][C:44]([NH:46][C:14](=[O:16])[CH2:13][C:10]2[CH:9]=[CH:8][C:7]([N:3]3[CH2:4][CH2:5][CH2:6][C:2]3=[O:1])=[CH:12][CH:11]=2)=[N:43][CH:42]=1)([CH3:40])[CH3:39]. The catalyst class is: 4. (2) Reactant: F[C:2]1[CH:3]=[C:4]([CH:7]=[CH:8][CH:9]=1)[CH:5]=[O:6].[NH:10]1[CH:14]=[N:13][CH:12]=[N:11]1.C([O-])([O-])=O.[K+].[K+]. Product: [N:10]1([C:2]2[CH:3]=[C:4]([CH:7]=[CH:8][CH:9]=2)[CH:5]=[O:6])[CH:14]=[N:13][CH:12]=[N:11]1. The catalyst class is: 16. (3) Reactant: C[O:2][C:3]1[CH:8]=[CH:7][CH:6]=[CH:5][C:4]=1[C:9]1([CH3:25])[C:13](=[O:14])[N:12]([CH2:15][C:16](=[O:23])[C:17]2[CH:22]=[CH:21][CH:20]=[CH:19][CH:18]=2)[N:11]=[C:10]1[CH3:24].C([S-])C.[Na+]. Product: [OH:2][C:3]1[CH:8]=[CH:7][CH:6]=[CH:5][C:4]=1[C:9]1([CH3:25])[C:13](=[O:14])[N:12]([CH2:15][C:16](=[O:23])[C:17]2[CH:18]=[CH:19][CH:20]=[CH:21][CH:22]=2)[N:11]=[C:10]1[CH3:24]. The catalyst class is: 517. (4) Product: [CH2:7]([O:9][CH2:10][O:11][C:12]1[CH:17]=[C:16]([O:18][CH2:19][O:20][CH2:21][CH3:22])[CH:15]=[CH:14][C:13]=1[O:23][CH:25]([CH3:27])[CH3:26])[CH3:8]. Reactant: C(=O)([O-])[O-].[K+].[K+].[CH2:7]([O:9][CH2:10][O:11][C:12]1[CH:17]=[C:16]([O:18][CH2:19][O:20][CH2:21][CH3:22])[CH:15]=[CH:14][C:13]=1[OH:23])[CH3:8].I[CH:25]([CH3:27])[CH3:26]. The catalyst class is: 9. (5) Reactant: CC(OI1(OC(C)=O)(OC(C)=O)OC(=O)C2C=CC=CC1=2)=O.[CH2:23]([N:25]1[C:29]([O:30][C:31]2[CH:36]=[CH:35][C:34]([CH:37]([OH:39])[CH3:38])=[CH:33][CH:32]=2)=[CH:28][C:27]([C:40]2[CH:41]=[C:42]([C:46]([NH:49][S:50]([CH2:53][C:54]([F:57])([F:56])[F:55])(=[O:52])=[O:51])([CH3:48])[CH3:47])[CH:43]=[CH:44][CH:45]=2)=[N:26]1)[CH3:24].S([O-])([O-])(=O)=S.[Na+].[Na+].C(=O)(O)[O-].[Na+]. Product: [C:37]([C:34]1[CH:33]=[CH:32][C:31]([O:30][C:29]2[N:25]([CH2:23][CH3:24])[N:26]=[C:27]([C:40]3[CH:41]=[C:42]([C:46]([NH:49][S:50]([CH2:53][C:54]([F:55])([F:56])[F:57])(=[O:51])=[O:52])([CH3:47])[CH3:48])[CH:43]=[CH:44][CH:45]=3)[CH:28]=2)=[CH:36][CH:35]=1)(=[O:39])[CH3:38]. The catalyst class is: 4. (6) Reactant: C1(P([C:14]2[CH:19]=[CH:18]C=CC=2)C2C=CC=CC=2)C=CC=CC=1.[CH2:20]([O:27][C:28]1[CH:33]=[CH:32][C:31]([OH:34])=[CH:30][CH:29]=1)[C:21]1[CH:26]=[CH:25][CH:24]=[CH:23][CH:22]=1.[CH3:35][CH:36]([O:38]C(/N=N/C(OC(C)C)=O)=O)C.CCOCC. Product: [CH:19]([O:38][CH2:36][CH2:35][O:34][C:31]1[CH:30]=[CH:29][C:28]([O:27][CH2:20][C:21]2[CH:22]=[CH:23][CH:24]=[CH:25][CH:26]=2)=[CH:33][CH:32]=1)([CH3:18])[CH3:14]. The catalyst class is: 2. (7) Reactant: [SH:1][C:2]1[CH:3]=[C:4]([CH:10]=[CH:11][CH:12]=1)[C:5]([O:7][CH2:8][CH3:9])=[O:6].C1C(=O)N(Cl)C(=O)C1.[Cl:21][C:22]1[N:23]([C:32]2[CH:33]=[N:34][N:35]([CH2:37][CH2:38][CH3:39])[CH:36]=2)[C:24]2[C:29]([CH:30]=1)=[CH:28][CH:27]=[C:26]([Cl:31])[CH:25]=2. Product: [Cl:21][C:22]1[N:23]([C:32]2[CH:33]=[N:34][N:35]([CH2:37][CH2:38][CH3:39])[CH:36]=2)[C:24]2[C:29]([C:30]=1[S:1][C:2]1[CH:3]=[C:4]([CH:10]=[CH:11][CH:12]=1)[C:5]([O:7][CH2:8][CH3:9])=[O:6])=[CH:28][CH:27]=[C:26]([Cl:31])[CH:25]=2. The catalyst class is: 34. (8) Reactant: [CH3:1][C:2]1[O:6][N:5]=[C:4]([C:7]2[CH:12]=[CH:11][CH:10]=[CH:9][CH:8]=2)[C:3]=1[C:13]([OH:15])=O.[N:16]1([CH2:21][CH2:22][N:23]2[CH2:28][CH2:27][NH:26][CH2:25][CH2:24]2)[CH2:20][CH2:19][CH2:18][CH2:17]1.F[B-](F)(F)F.N1(OC(N(C)C)=[N+](C)C)C2C=CC=CC=2N=N1.C(N(C(C)C)CC)(C)C. Product: [CH3:1][C:2]1[O:6][N:5]=[C:4]([C:7]2[CH:8]=[CH:9][CH:10]=[CH:11][CH:12]=2)[C:3]=1[C:13]([N:26]1[CH2:25][CH2:24][N:23]([CH2:22][CH2:21][N:16]2[CH2:17][CH2:18][CH2:19][CH2:20]2)[CH2:28][CH2:27]1)=[O:15]. The catalyst class is: 9.